From a dataset of Forward reaction prediction with 1.9M reactions from USPTO patents (1976-2016). Predict the product of the given reaction. Given the reactants Cl[C:2]1[N:7]=[C:6]([NH:8][C:9](=[O:15])[O:10][C:11]([CH3:14])([CH3:13])[CH3:12])[C:5]([C:16](=[O:19])[CH2:17][CH3:18])=[CH:4][CH:3]=1.[C:20]([NH:27][CH2:28][CH2:29][NH2:30])([O:22][C:23]([CH3:26])([CH3:25])[CH3:24])=[O:21].C(N(CC)C(C)C)(C)C, predict the reaction product. The product is: [C:23]([O:22][C:20]([NH:27][CH2:28][CH2:29][NH:30][C:2]1[N:7]=[C:6]([NH:8][C:9](=[O:15])[O:10][C:11]([CH3:14])([CH3:13])[CH3:12])[C:5]([C:16](=[O:19])[CH2:17][CH3:18])=[CH:4][CH:3]=1)=[O:21])([CH3:26])([CH3:25])[CH3:24].